From a dataset of Reaction yield outcomes from USPTO patents with 853,638 reactions. Predict the reaction yield, written as a fraction of the theoretical maximum amount of product (1.0 means a 100% yield; for example, 0.34 means a 34% yield). (1) The reactants are C(=O)([O-])[O-].[K+].[K+].[OH:7][C:8]1[CH:13]=[CH:12][C:11]([CH2:14][S:15]([NH:18][CH3:19])(=[O:17])=[O:16])=[CH:10][CH:9]=1.[Cl:20][C:21]1[CH:26]=[C:25](Cl)[N:24]=[C:23]([CH3:28])[N:22]=1. The catalyst is CS(C)=O. The product is [Cl:20][C:21]1[N:22]=[C:23]([CH3:28])[N:24]=[C:25]([O:7][C:8]2[CH:13]=[CH:12][C:11]([CH2:14][S:15]([NH:18][CH3:19])(=[O:17])=[O:16])=[CH:10][CH:9]=2)[CH:26]=1. The yield is 0.890. (2) The reactants are [CH3:1][O:2][C:3]1[CH:8]=[CH:7][CH:6]=[CH:5][C:4]=1[C:9]1[C:17]2[C:12](=[N:13][CH:14]=[C:15](B3OC(C)(C)C(C)(C)O3)[CH:16]=2)[N:11]([S:27]([C:30]2[CH:35]=[CH:34][C:33]([CH3:36])=[CH:32][CH:31]=2)(=[O:29])=[O:28])[CH:10]=1.Br[C:38]1[CH:47]=[C:42]([C:43]([O:45][CH3:46])=[O:44])[C:41]([OH:48])=[CH:40][CH:39]=1.ClCCl. The catalyst is C([O-])(O)=O.[Na+].C(#N)C.C1C=CC(P(C2C=CC=CC=2)[C-]2C=CC=C2)=CC=1.C1C=CC(P(C2C=CC=CC=2)[C-]2C=CC=C2)=CC=1.Cl[Pd]Cl.[Fe+2]. The product is [CH3:46][O:45][C:43](=[O:44])[C:42]1[CH:47]=[C:38]([C:15]2[CH:16]=[C:17]3[C:9]([C:4]4[CH:5]=[CH:6][CH:7]=[CH:8][C:3]=4[O:2][CH3:1])=[CH:10][N:11]([S:27]([C:30]4[CH:35]=[CH:34][C:33]([CH3:36])=[CH:32][CH:31]=4)(=[O:29])=[O:28])[C:12]3=[N:13][CH:14]=2)[CH:39]=[CH:40][C:41]=1[OH:48]. The yield is 0.910. (3) The reactants are [OH:1][C:2]1[CH:7]=[CH:6][C:5]([CH2:8][C:9]([O:11][CH3:12])=[O:10])=[CH:4][CH:3]=1.[CH2:13]([CH:15]1[O:17][CH2:16]1)Cl.N1C=CC=CC=1. No catalyst specified. The product is [O:17]1[CH2:16][CH:15]1[CH2:13][O:1][C:2]1[CH:3]=[CH:4][C:5]([CH2:8][C:9]([O:11][CH3:12])=[O:10])=[CH:6][CH:7]=1. The yield is 0.340. (4) The yield is 0.400. The reactants are [CH2:1]([CH:8]([C:11]#[N:12])[C:9]#[N:10])[C:2]1[CH:7]=[CH:6][CH:5]=[CH:4][CH:3]=1.C(=O)([O-])[O-].[Cs+].[Cs+].FC(F)(F)S(O[CH2:25][C:26]([F:29])([F:28])[F:27])(=O)=O. The product is [CH2:1]([C:8]([CH2:25][C:26]([F:29])([F:28])[F:27])([C:9]#[N:10])[C:11]#[N:12])[C:2]1[CH:7]=[CH:6][CH:5]=[CH:4][CH:3]=1. The catalyst is CN(C)C=O.